From a dataset of Peptide-MHC class I binding affinity with 185,985 pairs from IEDB/IMGT. Regression. Given a peptide amino acid sequence and an MHC pseudo amino acid sequence, predict their binding affinity value. This is MHC class I binding data. (1) The peptide sequence is SLAIDAYPL. The MHC is HLA-A03:01 with pseudo-sequence HLA-A03:01. The binding affinity (normalized) is 0.0847. (2) The peptide sequence is AEMWAQDAA. The MHC is HLA-B37:01 with pseudo-sequence HLA-B37:01. The binding affinity (normalized) is 0.152. (3) The peptide sequence is TRYPLTFGW. The MHC is HLA-B54:01 with pseudo-sequence HLA-B54:01. The binding affinity (normalized) is 0. (4) The peptide sequence is FIKNPACTV. The binding affinity (normalized) is 0.617. The MHC is HLA-A02:16 with pseudo-sequence HLA-A02:16. (5) The peptide sequence is HTAEIQQFF. The MHC is HLA-A33:01 with pseudo-sequence HLA-A33:01. The binding affinity (normalized) is 0.339. (6) The peptide sequence is KFYGPFVDR. The MHC is HLA-B53:01 with pseudo-sequence HLA-B53:01. The binding affinity (normalized) is 0. (7) The peptide sequence is VEFLKDAWEI. The MHC is HLA-B18:01 with pseudo-sequence HLA-B18:01. The binding affinity (normalized) is 0.240. (8) The peptide sequence is ILRPLGIEY. The MHC is HLA-A26:03 with pseudo-sequence HLA-A26:03. The binding affinity (normalized) is 0.0847.